This data is from Full USPTO retrosynthesis dataset with 1.9M reactions from patents (1976-2016). The task is: Predict the reactants needed to synthesize the given product. Given the product [C:19]1([C:17]2[O:16][N:15]=[C:14]([CH2:13][NH:11][C:8]34[CH2:10][CH:4]5[CH2:5][CH:6]([CH2:1][CH:2]([CH2:3]5)[CH2:9]3)[CH2:7]4)[N:18]=2)[CH:20]=[CH:21][CH:22]=[CH:23][CH:24]=1, predict the reactants needed to synthesize it. The reactants are: [CH2:1]1[CH:6]2[CH2:7][C:8]3([NH2:11])[CH2:10][CH:4]([CH2:5]2)[CH2:3][CH:2]1[CH2:9]3.Cl[CH2:13][C:14]1[N:18]=[C:17]([C:19]2[CH:24]=[CH:23][CH:22]=[CH:21][CH:20]=2)[O:16][N:15]=1.